From a dataset of Reaction yield outcomes from USPTO patents with 853,638 reactions. Predict the reaction yield, written as a fraction of the theoretical maximum amount of product (1.0 means a 100% yield; for example, 0.34 means a 34% yield). (1) The product is [NH2:1][C:2]1[CH:7]=[C:6]([CH2:8][O:9][C:10]2[C:19]3[C:14](=[CH:15][CH:16]=[CH:17][CH:18]=3)[C:13]([NH2:20])=[CH:12][CH:11]=2)[CH:5]=[CH:4][N:3]=1. The yield is 0.940. The catalyst is CO.CC(O)=O.[Pt]. The reactants are [NH2:1][C:2]1[CH:7]=[C:6]([CH2:8][O:9][C:10]2[C:19]3[C:14](=[CH:15][CH:16]=[CH:17][CH:18]=3)[C:13]([N+:20]([O-])=O)=[CH:12][CH:11]=2)[CH:5]=[CH:4][N:3]=1.[H][H]. (2) The reactants are Br[CH2:2][C:3]1[C:4]([C:24]2[CH:29]=[CH:28][CH:27]=[C:26]([C:30]([F:33])([F:32])[F:31])[CH:25]=2)=[N:5][C:6]2[C:11]([C:12]=1[C:13]([O:15][CH3:16])=[O:14])=[CH:10][C:9]([S:17]([CH2:20][CH3:21])(=[O:19])=[O:18])=[C:8]([O:22][CH3:23])[CH:7]=2.[NH:34]1[CH2:39][CH2:38][CH:37]([N:40]2[CH2:45][CH2:44][O:43][CH2:42][CH2:41]2)[CH2:36][CH2:35]1. The catalyst is C(#N)C. The product is [CH2:20]([S:17]([C:9]1[CH:10]=[C:11]2[C:6](=[CH:7][C:8]=1[O:22][CH3:23])[N:5]=[C:4]([C:24]1[CH:29]=[CH:28][CH:27]=[C:26]([C:30]([F:33])([F:32])[F:31])[CH:25]=1)[C:3]([CH2:2][N:34]1[CH2:39][CH2:38][CH:37]([N:40]3[CH2:45][CH2:44][O:43][CH2:42][CH2:41]3)[CH2:36][CH2:35]1)=[C:12]2[C:13]([O:15][CH3:16])=[O:14])(=[O:18])=[O:19])[CH3:21]. The yield is 0.870.